From a dataset of Forward reaction prediction with 1.9M reactions from USPTO patents (1976-2016). Predict the product of the given reaction. (1) Given the reactants [CH:1]1([S:6][CH2:7][CH2:8][CH2:9][OH:10])[CH2:5][CH2:4][CH2:3][CH2:2]1.C(N(C(C)C)CC)(C)C.[CH3:20][S:21](Cl)(=[O:23])=[O:22], predict the reaction product. The product is: [CH3:20][S:21]([O:10][CH2:9][CH2:8][CH2:7][S:6][CH:1]1[CH2:5][CH2:4][CH2:3][CH2:2]1)(=[O:23])=[O:22]. (2) Given the reactants [F:1][C:2]([F:21])([F:20])[C:3]1[CH:8]=[CH:7][C:6]([C:9]2[C:17]3[O:16][CH:15]([CH2:18][NH2:19])[CH2:14][C:13]=3[CH:12]=[CH:11][CH:10]=2)=[CH:5][CH:4]=1.C(N(C(C)C)CC)(C)C.Cl[C:32]([O:34][CH2:35][C:36]1[CH:41]=[CH:40][CH:39]=[CH:38][CH:37]=1)=[O:33].C(OC(=O)NCC1CC2C=CC=C(C3CCCC3)C=2O1)C1C=CC=CC=1, predict the reaction product. The product is: [F:21][C:2]([F:20])([F:1])[C:3]1[CH:4]=[CH:5][C:6]([C:9]2[C:17]3[O:16][CH:15]([CH2:18][NH:19][C:32](=[O:33])[O:34][CH2:35][C:36]4[CH:41]=[CH:40][CH:39]=[CH:38][CH:37]=4)[CH2:14][C:13]=3[CH:12]=[CH:11][CH:10]=2)=[CH:7][CH:8]=1. (3) Given the reactants [C:1]([O:14][CH2:15][CH:16]=[CH2:17])(=[O:13])[CH2:2][CH2:3][C:4]([O:6][CH2:7][CH2:8][CH2:9][C:10](Cl)=[O:11])=[O:5].[F:18][C:19]1[CH:24]=[C:23]([F:25])[CH:22]=[CH:21][C:20]=1[C@@:26]([OH:55])([CH2:49][N:50]1[CH:54]=[N:53][CH:52]=[N:51]1)[C@H:27]([S:29][C@@H:30]1[CH2:35][O:34][C@@H:33](/[CH:36]=[CH:37]/[CH:38]=[CH:39]/[C:40]2[CH:47]=[CH:46][C:43]([C:44]#[N:45])=[CH:42][C:41]=2[F:48])[O:32][CH2:31]1)[CH3:28].[H-].[Na+], predict the reaction product. The product is: [C:1]([O:14][CH2:15][CH:16]=[CH2:17])(=[O:13])[CH2:2][CH2:3][C:4]([O:6][CH2:7][CH2:8][CH2:9][C:10]([O:55][C@:26]([C:20]1[CH:21]=[CH:22][C:23]([F:25])=[CH:24][C:19]=1[F:18])([CH2:49][N:50]1[CH:54]=[N:53][CH:52]=[N:51]1)[C@H:27]([S:29][C@@H:30]1[CH2:31][O:32][C@@H:33](/[CH:36]=[CH:37]/[CH:38]=[CH:39]/[C:40]2[CH:47]=[CH:46][C:43]([C:44]#[N:45])=[CH:42][C:41]=2[F:48])[O:34][CH2:35]1)[CH3:28])=[O:11])=[O:5]. (4) Given the reactants Cl.[C:2](Cl)(=[O:9])[C:3]1[CH:8]=[CH:7][CH:6]=[N:5][CH:4]=1.C(N(CC)CC)C.ClCCl.[N:21]1([C:27]2[CH:33]=[CH:32][C:31]([C:34]([F:37])([F:36])[F:35])=[CH:30][C:28]=2[NH2:29])[CH2:26][CH2:25][CH2:24][CH2:23][CH2:22]1, predict the reaction product. The product is: [N:21]1([C:27]2[CH:33]=[CH:32][C:31]([C:34]([F:36])([F:37])[F:35])=[CH:30][C:28]=2[NH:29][C:2](=[O:9])[C:3]2[CH:8]=[CH:7][CH:6]=[N:5][CH:4]=2)[CH2:22][CH2:23][CH2:24][CH2:25][CH2:26]1. (5) Given the reactants [Cl:1][C:2]1[N:7]=[C:6](Cl)[CH:5]=[C:4]([CH3:9])[N:3]=1.C([O-])([O-])=O.[Na+].[Na+].[NH:16]1[C:24]2[C:19](=[CH:20][C:21]([NH2:25])=[CH:22][CH:23]=2)[CH:18]=[N:17]1, predict the reaction product. The product is: [Cl:1][C:2]1[N:7]=[C:6]([NH:25][C:21]2[CH:20]=[C:19]3[C:24](=[CH:23][CH:22]=2)[NH:16][N:17]=[CH:18]3)[CH:5]=[C:4]([CH3:9])[N:3]=1. (6) Given the reactants [F:1][C:2]1[CH:10]=[C:9]([F:11])[CH:8]=[C:7]2[C:3]=1[CH2:4][O:5][C:6]2=[O:12].C1C(=O)N([Br:20])C(=O)C1.C(OOC(=O)C1C=CC=CC=1)(=O)C1C=CC=CC=1.O, predict the reaction product. The product is: [Br:20][CH:4]1[C:3]2[C:7](=[CH:8][C:9]([F:11])=[CH:10][C:2]=2[F:1])[C:6](=[O:12])[O:5]1. (7) Given the reactants [Br:1][C:2]1[CH:10]=[C:9]2[C:5]([CH2:6][C:7]3([CH2:22][CH2:21][C:20]4(OCC[O:23]4)[CH2:19][CH2:18]3)[C:8]2=[N:11]S(C(C)(C)C)=O)=[CH:4][CH:3]=1.Cl, predict the reaction product. The product is: [Br:1][C:2]1[CH:10]=[C:9]2[C:5]([CH2:6][C:7]3([CH2:22][CH2:21][C:20](=[O:23])[CH2:19][CH2:18]3)[C:8]2=[NH:11])=[CH:4][CH:3]=1. (8) Given the reactants [CH3:1][C:2]1([CH3:23])[CH2:7][N:6]([C:8]2[CH:13]=[CH:12][CH:11]=[CH:10][CH:9]=2)[CH:5]([CH2:14][C:15]([O:17]C(C)(C)C)=[O:16])[C:4](=[O:22])[O:3]1.FC(F)(F)C(O)=O, predict the reaction product. The product is: [CH3:1][C:2]1([CH3:23])[CH2:7][N:6]([C:8]2[CH:13]=[CH:12][CH:11]=[CH:10][CH:9]=2)[CH:5]([CH2:14][C:15]([OH:17])=[O:16])[C:4](=[O:22])[O:3]1.